Dataset: Reaction yield outcomes from USPTO patents with 853,638 reactions. Task: Predict the reaction yield, written as a fraction of the theoretical maximum amount of product (1.0 means a 100% yield; for example, 0.34 means a 34% yield). (1) The reactants are [C:1]([C:3]1[CH:8]=[CH:7][C:6]([C:9]2[CH:10]=[N:11][N:12]([C:15]3[CH:23]=[CH:22][C:18]([C:19](O)=[O:20])=[CH:17][N:16]=3)[C:13]=2[OH:14])=[C:5]([CH3:24])[CH:4]=1)#[N:2].C1N=CN(C(N2C=NC=C2)=O)C=1.[CH2:37]([N:39]1[CH2:44][CH2:43][NH:42][CH2:41][CH2:40]1)[CH3:38].Cl. The catalyst is C1COCC1.CN(C1C=CN=CC=1)C.CS(C)=O.O. The product is [CH2:37]([N:39]1[CH2:44][CH2:43][N:42]([C:19]([C:18]2[CH:22]=[CH:23][C:15]([N:12]3[C:13]([OH:14])=[C:9]([C:6]4[CH:7]=[CH:8][C:3]([C:1]#[N:2])=[CH:4][C:5]=4[CH3:24])[CH:10]=[N:11]3)=[N:16][CH:17]=2)=[O:20])[CH2:41][CH2:40]1)[CH3:38]. The yield is 0.900. (2) The reactants are Cl[CH2:2][CH2:3][CH2:4][CH2:5][N:6]1[C:10]2[CH:11]=[CH:12][CH:13]=[CH:14][C:9]=2[N:8]=[N:7]1.[F:15][C:16]([F:30])([F:29])[C:17]1[CH:18]=[C:19]([CH:23]2[CH2:28][CH2:27]CN[CH2:24]2)[CH:20]=[CH:21][CH:22]=1.[CH:31]([N:34](C(C)C)CC)(C)C.[I-].[K+]. The yield is 0.678. The catalyst is C(#N)C. The product is [N:6]1([CH2:5][CH2:4][CH2:3][CH2:2][N:34]2[CH2:31][CH2:24][CH:23]([C:19]3[CH:20]=[CH:21][CH:22]=[C:17]([C:16]([F:15])([F:29])[F:30])[CH:18]=3)[CH2:28][CH2:27]2)[C:10]2[CH:11]=[CH:12][CH:13]=[CH:14][C:9]=2[N:8]=[N:7]1.